Dataset: Forward reaction prediction with 1.9M reactions from USPTO patents (1976-2016). Task: Predict the product of the given reaction. (1) Given the reactants [Br:1][C:2]1[CH:10]=[CH:9][CH:8]=[C:7]2[C:3]=1[CH:4]=[CH:5][NH:6]2.[H-].[Na+].[C:13]1([S:19](Cl)(=[O:21])=[O:20])[CH:18]=[CH:17][CH:16]=[CH:15][CH:14]=1, predict the reaction product. The product is: [Br:1][C:2]1[CH:10]=[CH:9][CH:8]=[C:7]2[C:3]=1[CH:4]=[CH:5][N:6]2[S:19]([C:13]1[CH:18]=[CH:17][CH:16]=[CH:15][CH:14]=1)(=[O:21])=[O:20]. (2) Given the reactants I[C:2]1[CH:7]=[CH:6][C:5]([I:8])=[CH:4][CH:3]=1.[CH:9]12[CH2:15][CH:12]([NH:13][CH2:14]1)[CH2:11][N:10]2[C:16]([O:18][C:19]([CH3:22])([CH3:21])[CH3:20])=[O:17].C1C=C2C=CC(O)=C(C3C4C(=CC=CC=4)C=CC=3O)C2=CC=1.P([O-])([O-])([O-])=O.[K+].[K+].[K+], predict the reaction product. The product is: [I:8][C:5]1[CH:6]=[CH:7][C:2]([N:13]2[CH2:14][CH:9]3[CH2:15][CH:12]2[CH2:11][N:10]3[C:16]([O:18][C:19]([CH3:22])([CH3:21])[CH3:20])=[O:17])=[CH:3][CH:4]=1. (3) The product is: [CH3:16][S:15][C:12]1[CH:13]=[CH:14][C:8]2[O:7][C:6]([CH2:4][OH:3])=[CH:10][C:9]=2[CH:11]=1. Given the reactants C([O:3][C:4]([C:6]1[O:7][C:8]2[CH:14]=[CH:13][C:12]([S:15][CH3:16])=[CH:11][C:9]=2[CH:10]=1)=O)C.[BH4-].[Na+], predict the reaction product. (4) Given the reactants Cl[C:2]1[N:7]2[N:8]=[C:9]([NH:11][C:12](=[O:19])[C:13]3[CH:18]=[CH:17][CH:16]=[CH:15][CH:14]=3)[N:10]=[C:6]2[CH:5]=[CH:4][CH:3]=1.[CH:20]1([NH2:27])[CH2:25][CH2:24][CH2:23][CH:22]([NH2:26])[CH2:21]1, predict the reaction product. The product is: [NH2:26][CH:22]1[CH2:23][CH2:24][CH2:25][CH:20]([NH:27][C:2]2[N:7]3[N:8]=[C:9]([NH:11][C:12](=[O:19])[C:13]4[CH:18]=[CH:17][CH:16]=[CH:15][CH:14]=4)[N:10]=[C:6]3[CH:5]=[CH:4][CH:3]=2)[CH2:21]1. (5) Given the reactants [Br:1][C:2]1[CH:11]=[CH:10][CH:9]=[CH:8][C:3]=1[O:4][CH2:5][CH2:6][OH:7].C(N(CC)CC)C.[S:19](Cl)([C:22]1[CH:28]=[CH:27][C:25]([CH3:26])=[CH:24][CH:23]=1)(=[O:21])=[O:20].O, predict the reaction product. The product is: [S:19]([C:22]1[CH:28]=[CH:27][C:25]([CH3:26])=[CH:24][CH:23]=1)([O:7][CH2:6][CH2:5][O:4][C:3]1[CH:8]=[CH:9][CH:10]=[CH:11][C:2]=1[Br:1])(=[O:21])=[O:20]. (6) Given the reactants [H-].[Al+3].[Li+].[H-].[H-].[H-].[CH3:7][O:8][C:9]1[CH:24]=[C:23]([O:25][CH3:26])[CH:22]=[CH:21][C:10]=1[CH2:11][NH:12][C:13]1[N:20]=[CH:19][CH:18]=[CH:17][C:14]=1[C:15]#[N:16], predict the reaction product. The product is: [NH2:16][CH2:15][C:14]1[C:13]([N:12]=[CH:11][C:10]2[CH:21]=[CH:22][C:23]([O:25][CH3:26])=[CH:24][C:9]=2[O:8][CH3:7])=[N:20][CH:19]=[CH:18][CH:17]=1. (7) Given the reactants [C:1]([C:5]1[CH:14]=[CH:13][C:8]([C:9]([O:11]C)=[O:10])=[CH:7][C:6]=1[C:15]#[N:16])([CH3:4])([CH3:3])[CH3:2].[Li+].[OH-], predict the reaction product. The product is: [C:1]([C:5]1[CH:14]=[CH:13][C:8]([C:9]([OH:11])=[O:10])=[CH:7][C:6]=1[C:15]#[N:16])([CH3:4])([CH3:2])[CH3:3].